Task: Predict which catalyst facilitates the given reaction.. Dataset: Catalyst prediction with 721,799 reactions and 888 catalyst types from USPTO Reactant: [C:1]1([C@@H:7]2[CH2:9][C@H:8]2[C:10]([NH:12][NH2:13])=[O:11])[CH:6]=[CH:5][CH:4]=[CH:3][CH:2]=1.[CH3:14][O:15][C:16]1[CH:17]=[C:18]([CH:21]=[CH:22][C:23]=1[O:24][CH2:25][C:26]1[CH:27]=[N:28][CH:29]=[CH:30][CH:31]=1)[CH:19]=O. Product: [CH3:14][O:15][C:16]1[CH:17]=[C:18]([CH:21]=[CH:22][C:23]=1[O:24][CH2:25][C:26]1[CH:27]=[N:28][CH:29]=[CH:30][CH:31]=1)[CH:19]=[N:13][NH:12][C:10]([C@@H:8]1[CH2:9][C@H:7]1[C:1]1[CH:6]=[CH:5][CH:4]=[CH:3][CH:2]=1)=[O:11]. The catalyst class is: 5.